From a dataset of Full USPTO retrosynthesis dataset with 1.9M reactions from patents (1976-2016). Predict the reactants needed to synthesize the given product. The reactants are: N[C:2]1[CH:15]=[CH:14][C:5]2[N:6]3[CH2:13][CH2:12][CH2:11][CH2:10][CH:7]3[CH2:8][O:9][C:4]=2[CH:3]=1.O1C2C=CC=CC=2[N:19]=CC1. Given the product [NH2:19][C:14]1[C:5]2[N:6]3[CH2:13][CH2:12][CH2:11][CH2:10][CH:7]3[CH2:8][O:9][C:4]=2[CH:3]=[CH:2][CH:15]=1, predict the reactants needed to synthesize it.